This data is from Forward reaction prediction with 1.9M reactions from USPTO patents (1976-2016). The task is: Predict the product of the given reaction. (1) Given the reactants [F:1][C:2]1[CH:3]=[C:4]([C@@H:9]([NH:11][C:12](=[O:33])[C:13]2[CH:18]=[CH:17][CH:16]=[N:15][C:14]=2[NH:19][CH2:20][CH2:21][O:22][C:23]2[CH:31]=[C:30]3[C:26]([CH2:27][C:28](=[O:32])[NH:29]3)=[CH:25][CH:24]=2)[CH3:10])[CH:5]=[CH:6][C:7]=1[F:8].[NH:34]1[C:38]([CH:39]=O)=[CH:37][N:36]=[CH:35]1.N1CCCCC1.C(O)C, predict the reaction product. The product is: [NH:34]1[C:38](/[CH:39]=[C:27]2\[C:28](=[O:32])[NH:29][C:30]3[C:26]\2=[CH:25][CH:24]=[C:23]([O:22][CH2:21][CH2:20][NH:19][C:14]2[N:15]=[CH:16][CH:17]=[CH:18][C:13]=2[C:12]([NH:11][C@H:9]([C:4]2[CH:5]=[CH:6][C:7]([F:8])=[C:2]([F:1])[CH:3]=2)[CH3:10])=[O:33])[CH:31]=3)=[CH:37][N:36]=[CH:35]1. (2) Given the reactants [F:1][C:2]1[CH:7]=[C:6]([NH:8][NH2:9])[CH:5]=[CH:4][C:3]=1[S:10]([NH2:13])(=[O:12])=[O:11].Cl.[Cl:15][C:16]1[CH:17]=[C:18]([C:23](=O)[CH2:24][C:25](=O)[CH:26]([F:28])[F:27])[CH:19]=[CH:20][C:21]=1[CH3:22].O, predict the reaction product. The product is: [Cl:15][C:16]1[CH:17]=[C:18]([C:23]2[N:8]([C:6]3[CH:5]=[CH:4][C:3]([S:10]([NH2:13])(=[O:11])=[O:12])=[C:2]([F:1])[CH:7]=3)[N:9]=[C:25]([CH:26]([F:27])[F:28])[CH:24]=2)[CH:19]=[CH:20][C:21]=1[CH3:22]. (3) Given the reactants O[C:2]1[CH:9]=[CH:8][C:5]([CH:6]=[O:7])=[CH:4][CH:3]=1.[C:10](=[O:13])([O-])[O-].[K+].[K+].[CH2:16](Br)[C:17]#C, predict the reaction product. The product is: [CH2:10]([O:13][C:8]1[CH:9]=[CH:2][CH:3]=[CH:4][C:5]=1[CH:6]=[O:7])[C:16]#[CH:17]. (4) Given the reactants [NH2:1][C:2]1[CH:3]=[C:4]([CH:21]=[CH:22][CH:23]=1)[O:5][C:6]1[CH:18]=[CH:17][C:9]2[N:10]=[C:11]([NH:13][C:14](=[O:16])[CH3:15])[S:12][C:8]=2[C:7]=1[C:19]#[N:20].[N:24]([C:27]1[CH:32]=[CH:31][C:30]([O:33][C:34]([F:37])([F:36])[F:35])=[CH:29][CH:28]=1)=[C:25]=[O:26], predict the reaction product. The product is: [C:19]([C:7]1[C:8]2[S:12][C:11]([NH:13][C:14](=[O:16])[CH3:15])=[N:10][C:9]=2[CH:17]=[CH:18][C:6]=1[O:5][C:4]1[CH:21]=[CH:22][CH:23]=[C:2]([NH:1][C:25](=[O:26])[NH:24][C:27]2[CH:32]=[CH:31][C:30]([O:33][C:34]([F:35])([F:37])[F:36])=[CH:29][CH:28]=2)[CH:3]=1)#[N:20].